From a dataset of hERG potassium channel inhibition data for cardiac toxicity prediction from Karim et al.. Regression/Classification. Given a drug SMILES string, predict its toxicity properties. Task type varies by dataset: regression for continuous values (e.g., LD50, hERG inhibition percentage) or binary classification for toxic/non-toxic outcomes (e.g., AMES mutagenicity, cardiotoxicity, hepatotoxicity). Dataset: herg_karim. (1) The molecule is COc1ccc(-c2coc3cc(O)cc(O)c3c2=O)cc1. The result is 0 (non-blocker). (2) The compound is O=C(c1ccc(OC2CC(N3CCCCC3)C2)cc1)N1CCCC1. The result is 0 (non-blocker).